The task is: Regression. Given two drug SMILES strings and cell line genomic features, predict the synergy score measuring deviation from expected non-interaction effect.. This data is from NCI-60 drug combinations with 297,098 pairs across 59 cell lines. Drug 2: C1CNP(=O)(OC1)N(CCCl)CCCl. Cell line: HT29. Synergy scores: CSS=-1.42, Synergy_ZIP=0.734, Synergy_Bliss=-1.66, Synergy_Loewe=-2.09, Synergy_HSA=-5.02. Drug 1: C(CC(=O)O)C(=O)CN.Cl.